Dataset: Full USPTO retrosynthesis dataset with 1.9M reactions from patents (1976-2016). Task: Predict the reactants needed to synthesize the given product. (1) Given the product [NH2:8][CH2:9][CH2:10][C:11]1[CH:12]=[CH:13][C:14]([O:17][CH2:18][CH2:19][C:20]2[CH:25]=[CH:24][C:23]([OH:26])=[C:22]([C@@H:27]([C:37]3[CH:38]=[CH:39][CH:40]=[CH:41][CH:42]=3)[CH2:28][CH2:29][N:30]([CH:34]([CH3:35])[CH3:36])[CH:31]([CH3:33])[CH3:32])[CH:21]=2)=[CH:15][CH:16]=1, predict the reactants needed to synthesize it. The reactants are: Cl.C(OC(=O)[NH:8][CH2:9][CH2:10][C:11]1[CH:16]=[CH:15][C:14]([O:17][CH2:18][CH2:19][C:20]2[CH:25]=[CH:24][C:23]([OH:26])=[C:22]([C@@H:27]([C:37]3[CH:42]=[CH:41][CH:40]=[CH:39][CH:38]=3)[CH2:28][CH2:29][N:30]([CH:34]([CH3:36])[CH3:35])[CH:31]([CH3:33])[CH3:32])[CH:21]=2)=[CH:13][CH:12]=1)(C)(C)C. (2) Given the product [NH:1]1[C:5]2=[N:6][CH:7]=[C:8]([C:10]#[C:11][CH2:12][NH:13][C:32]3[N:31]=[CH:30][C:29]([C:27]#[N:28])=[CH:46][C:33]=3[C:34]([NH:36][C@H:37]([C:39]3[CH:40]=[CH:41][C:42]([F:45])=[CH:43][CH:44]=3)[CH3:38])=[O:35])[CH:9]=[C:4]2[CH:3]=[N:2]1, predict the reactants needed to synthesize it. The reactants are: [NH:1]1[C:5]2=[N:6][CH:7]=[C:8]([C:10]#[C:11][CH2:12][NH2:13])[CH:9]=[C:4]2[CH:3]=[N:2]1.CS(C)=O.C(N(CC)C(C)C)(C)C.[C:27]([C:29]1[CH:30]=[N:31][C:32](F)=[C:33]([CH:46]=1)[C:34]([NH:36][C@H:37]([C:39]1[CH:44]=[CH:43][C:42]([F:45])=[CH:41][CH:40]=1)[CH3:38])=[O:35])#[N:28]. (3) Given the product [C:1]([O:4][C@@H:5]1[C@@H:10]([O:11][C:12](=[O:14])[CH3:13])[C@H:9]([O:15][C:16](=[O:18])[CH3:17])[C@@H:8]([CH2:19][O:20][C:21](=[O:23])[CH3:22])[O:7][C@H:6]1[C:24]1[CH:29]=[CH:28][C:27]([CH3:30])=[C:26]([CH2:31][C:32]2[S:33][C:34]([C:44]3[CH:43]=[CH:42][CH:41]=[C:40]([CH:38]=[O:39])[CH:45]=3)=[CH:35][CH:36]=2)[CH:25]=1)(=[O:3])[CH3:2], predict the reactants needed to synthesize it. The reactants are: [C:1]([O:4][C@@H:5]1[C@@H:10]([O:11][C:12](=[O:14])[CH3:13])[C@H:9]([O:15][C:16](=[O:18])[CH3:17])[C@@H:8]([CH2:19][O:20][C:21](=[O:23])[CH3:22])[O:7][C@H:6]1[C:24]1[CH:29]=[CH:28][C:27]([CH3:30])=[C:26]([CH2:31][C:32]2[S:33][C:34](Cl)=[CH:35][CH:36]=2)[CH:25]=1)(=[O:3])[CH3:2].[CH:38]([C:40]1[CH:41]=[C:42](B(O)O)[CH:43]=[CH:44][CH:45]=1)=[O:39]. (4) Given the product [Cl:15][C:13]1[CH:12]=[CH:11][C:10]([O:16][CH3:17])=[C:9]([C:4]2[N:3]=[C:2]([NH:25][C:22]3[CH:23]=[CH:24][C:19]([CH3:18])=[CH:20][CH:21]=3)[CH:7]=[C:6]([NH2:8])[CH:5]=2)[CH:14]=1, predict the reactants needed to synthesize it. The reactants are: Cl[C:2]1[CH:7]=[C:6]([NH2:8])[CH:5]=[C:4]([C:9]2[CH:14]=[C:13]([Cl:15])[CH:12]=[CH:11][C:10]=2[O:16][CH3:17])[N:3]=1.[CH3:18][C:19]1[CH:20]=[CH:21][C:22]([NH2:25])=[CH:23][CH:24]=1. (5) Given the product [N+:14]([C:3]1[CH:2]=[CH:1][C:9]2[C:8]3[CH:10]=[CH:11][CH:12]=[CH:13][C:7]=3[O:6][C:5]=2[CH:4]=1)([O-:16])=[O:15], predict the reactants needed to synthesize it. The reactants are: [CH:1]1[C:9]2[C:8]3[CH:10]=[CH:11][CH:12]=[CH:13][C:7]=3[O:6][C:5]=2[CH:4]=[CH:3][CH:2]=1.[N+:14]([O-])([OH:16])=[O:15].